From a dataset of NCI-60 drug combinations with 297,098 pairs across 59 cell lines. Regression. Given two drug SMILES strings and cell line genomic features, predict the synergy score measuring deviation from expected non-interaction effect. (1) Drug 1: CC12CCC3C(C1CCC2NC(=O)OCC(F)(F)F)CCC4C3(C=CC(=O)N4C)C. Drug 2: CC1=C2C(C(=O)C3(C(CC4C(C3C(C(C2(C)C)(CC1OC(=O)C(C(C5=CC=CC=C5)NC(=O)C6=CC=CC=C6)O)O)OC(=O)C7=CC=CC=C7)(CO4)OC(=O)C)O)C)OC(=O)C. Cell line: UACC62. Synergy scores: CSS=40.3, Synergy_ZIP=0.550, Synergy_Bliss=-0.702, Synergy_Loewe=-44.1, Synergy_HSA=-1.26. (2) Drug 1: COC1=C(C=C2C(=C1)N=CN=C2NC3=CC(=C(C=C3)F)Cl)OCCCN4CCOCC4. Drug 2: C(CC(=O)O)C(=O)CN.Cl. Cell line: HCT-15. Synergy scores: CSS=44.1, Synergy_ZIP=4.62, Synergy_Bliss=6.46, Synergy_Loewe=-19.3, Synergy_HSA=6.52. (3) Drug 1: CC(C1=C(C=CC(=C1Cl)F)Cl)OC2=C(N=CC(=C2)C3=CN(N=C3)C4CCNCC4)N. Drug 2: CC1C(C(=O)NC(C(=O)N2CCCC2C(=O)N(CC(=O)N(C(C(=O)O1)C(C)C)C)C)C(C)C)NC(=O)C3=C4C(=C(C=C3)C)OC5=C(C(=O)C(=C(C5=N4)C(=O)NC6C(OC(=O)C(N(C(=O)CN(C(=O)C7CCCN7C(=O)C(NC6=O)C(C)C)C)C)C(C)C)C)N)C. Cell line: OVCAR-5. Synergy scores: CSS=12.0, Synergy_ZIP=6.19, Synergy_Bliss=15.3, Synergy_Loewe=13.0, Synergy_HSA=13.5. (4) Drug 1: CC1OCC2C(O1)C(C(C(O2)OC3C4COC(=O)C4C(C5=CC6=C(C=C35)OCO6)C7=CC(=C(C(=C7)OC)O)OC)O)O. Drug 2: CCN(CC)CCNC(=O)C1=C(NC(=C1C)C=C2C3=C(C=CC(=C3)F)NC2=O)C. Cell line: MDA-MB-435. Synergy scores: CSS=12.2, Synergy_ZIP=-1.67, Synergy_Bliss=5.54, Synergy_Loewe=0.0674, Synergy_HSA=0.833. (5) Drug 1: C1=CC(=CC=C1CCC2=CNC3=C2C(=O)NC(=N3)N)C(=O)NC(CCC(=O)O)C(=O)O. Drug 2: CC1C(C(CC(O1)OC2CC(OC(C2O)C)OC3=CC4=CC5=C(C(=O)C(C(C5)C(C(=O)C(C(C)O)O)OC)OC6CC(C(C(O6)C)O)OC7CC(C(C(O7)C)O)OC8CC(C(C(O8)C)O)(C)O)C(=C4C(=C3C)O)O)O)O. Cell line: ACHN. Synergy scores: CSS=18.3, Synergy_ZIP=-6.63, Synergy_Bliss=-4.55, Synergy_Loewe=-6.48, Synergy_HSA=-3.65. (6) Drug 1: C1CNP(=O)(OC1)N(CCCl)CCCl. Drug 2: CC1CCCC2(C(O2)CC(NC(=O)CC(C(C(=O)C(C1O)C)(C)C)O)C(=CC3=CSC(=N3)C)C)C. Cell line: MALME-3M. Synergy scores: CSS=27.4, Synergy_ZIP=0.208, Synergy_Bliss=1.63, Synergy_Loewe=0.906, Synergy_HSA=6.22. (7) Drug 1: C1C(C(OC1N2C=NC3=C(N=C(N=C32)Cl)N)CO)O. Drug 2: C1=CC=C(C(=C1)C(C2=CC=C(C=C2)Cl)C(Cl)Cl)Cl. Cell line: A549. Synergy scores: CSS=19.1, Synergy_ZIP=-9.36, Synergy_Bliss=-6.39, Synergy_Loewe=-11.2, Synergy_HSA=-10.9. (8) Drug 1: CC1C(C(=O)NC(C(=O)N2CCCC2C(=O)N(CC(=O)N(C(C(=O)O1)C(C)C)C)C)C(C)C)NC(=O)C3=C4C(=C(C=C3)C)OC5=C(C(=O)C(=C(C5=N4)C(=O)NC6C(OC(=O)C(N(C(=O)CN(C(=O)C7CCCN7C(=O)C(NC6=O)C(C)C)C)C)C(C)C)C)N)C. Drug 2: CC1=C(C=C(C=C1)C(=O)NC2=CC(=CC(=C2)C(F)(F)F)N3C=C(N=C3)C)NC4=NC=CC(=N4)C5=CN=CC=C5. Cell line: UACC-257. Synergy scores: CSS=0.610, Synergy_ZIP=0.935, Synergy_Bliss=3.18, Synergy_Loewe=-0.00882, Synergy_HSA=-0.176. (9) Drug 1: C1=CC=C(C(=C1)C(C2=CC=C(C=C2)Cl)C(Cl)Cl)Cl. Drug 2: COC1=NC(=NC2=C1N=CN2C3C(C(C(O3)CO)O)O)N. Cell line: HCC-2998. Synergy scores: CSS=-9.23, Synergy_ZIP=2.75, Synergy_Bliss=-1.01, Synergy_Loewe=-6.89, Synergy_HSA=-5.97.